This data is from Forward reaction prediction with 1.9M reactions from USPTO patents (1976-2016). The task is: Predict the product of the given reaction. (1) Given the reactants [Cl:1][C:2]1[CH:3]=[C:4]([C:9]2([C:22]([F:25])([F:24])[F:23])[O:13][N:12]=[C:11]([C:14]3[CH:15]=[CH:16][C:17]([CH3:21])=[C:18]([CH:20]=3)[NH2:19])[CH2:10]2)[CH:5]=[C:6]([Cl:8])[CH:7]=1.Cl.[CH3:27][N:28]([CH3:33])[CH2:29][C:30](O)=[O:31].Cl.C(N(CC)CCCN=C=NCC)C.C(=O)([O-])O.[Na+], predict the reaction product. The product is: [Cl:1][C:2]1[CH:3]=[C:4]([C:9]2([C:22]([F:23])([F:25])[F:24])[O:13][N:12]=[C:11]([C:14]3[CH:15]=[CH:16][C:17]([CH3:21])=[C:18]([NH:19][C:30](=[O:31])[CH2:29][N:28]([CH3:33])[CH3:27])[CH:20]=3)[CH2:10]2)[CH:5]=[C:6]([Cl:8])[CH:7]=1. (2) Given the reactants N#N.[CH3:3][C:4]1([C:9]2[CH:10]=[N:11][CH:12]=[C:13]([CH2:15][N:16]3[CH:20]=[C:19]([N+:21]([O-])=O)[CH:18]=[N:17]3)[CH:14]=2)[O:8][CH2:7][CH2:6][O:5]1.[NH4+].[Cl-], predict the reaction product. The product is: [CH3:3][C:4]1([C:9]2[CH:14]=[C:13]([CH2:15][N:16]3[CH:20]=[C:19]([NH2:21])[CH:18]=[N:17]3)[CH:12]=[N:11][CH:10]=2)[O:8][CH2:7][CH2:6][O:5]1. (3) Given the reactants [F:1][C:2]([F:15])([F:14])[S:3]([O:6]S(C(F)(F)F)(=O)=O)(=[O:5])=[O:4].O[CH2:17][CH2:18][CH2:19][CH2:20][CH2:21][C:22]([O:24][CH2:25][CH3:26])=[O:23], predict the reaction product. The product is: [F:1][C:2]([F:15])([F:14])[S:3]([O:6][CH2:17][CH2:18][CH2:19][CH2:20][CH2:21][C:22]([O:24][CH2:25][CH3:26])=[O:23])(=[O:5])=[O:4]. (4) Given the reactants [CH3:1][C:2]1[C:10]2[C:5](=[CH:6][N:7]=[CH:8][CH:9]=2)[S:4][C:3]=1[C:11](OCC)=[O:12].[Cl-].[Ca+2].[Cl-].[BH4-].[Na+].[Cl-].[NH4+], predict the reaction product. The product is: [CH3:1][C:2]1[C:10]2[C:5](=[CH:6][N:7]=[CH:8][CH:9]=2)[S:4][C:3]=1[CH:11]=[O:12]. (5) Given the reactants [F:1][C:2]1[CH:3]=[C:4]([CH2:12][C:13]([NH:15][C:16]2[C:25]([CH3:26])=[CH:24][CH:23]=[C:22]3[C:17]=2[CH:18]=[CH:19][N:20]([C@H:28]([CH3:43])[CH2:29][N:30]2[CH2:35][CH2:34][N:33](C(OC(C)(C)C)=O)[CH2:32][CH2:31]2)[C:21]3=[O:27])=[O:14])[CH:5]=[CH:6][C:7]=1[C:8]([F:11])([F:10])[F:9].CO.Cl.O1CCOCC1, predict the reaction product. The product is: [F:1][C:2]1[CH:3]=[C:4]([CH2:12][C:13]([NH:15][C:16]2[C:25]([CH3:26])=[CH:24][CH:23]=[C:22]3[C:17]=2[CH:18]=[CH:19][N:20]([C@H:28]([CH3:43])[CH2:29][N:30]2[CH2:35][CH2:34][NH:33][CH2:32][CH2:31]2)[C:21]3=[O:27])=[O:14])[CH:5]=[CH:6][C:7]=1[C:8]([F:10])([F:9])[F:11].